Dataset: Full USPTO retrosynthesis dataset with 1.9M reactions from patents (1976-2016). Task: Predict the reactants needed to synthesize the given product. (1) Given the product [NH2:1][C:4]1[CH:18]=[CH:17][CH:16]=[CH:15][C:5]=1[NH:6][CH2:7][CH2:8][C:9]1[CH:10]=[N:11][CH:12]=[CH:13][CH:14]=1, predict the reactants needed to synthesize it. The reactants are: [N+:1]([C:4]1[CH:18]=[CH:17][CH:16]=[CH:15][C:5]=1[NH:6][CH2:7][CH2:8][C:9]1[CH:10]=[N:11][CH:12]=[CH:13][CH:14]=1)([O-])=O. (2) Given the product [C:20]([O:19][C:17](=[O:18])[NH:1][C:2]1[CH:7]=[CH:6][C:5]([CH2:8][CH2:9][CH2:10][CH2:11][OH:12])=[C:4]([C:13]([F:14])([F:15])[F:16])[CH:3]=1)([CH3:23])([CH3:22])[CH3:21], predict the reactants needed to synthesize it. The reactants are: [NH2:1][C:2]1[CH:7]=[CH:6][C:5]([CH2:8][CH2:9][CH2:10][CH2:11][OH:12])=[C:4]([C:13]([F:16])([F:15])[F:14])[CH:3]=1.[C:17](O[C:17]([O:19][C:20]([CH3:23])([CH3:22])[CH3:21])=[O:18])([O:19][C:20]([CH3:23])([CH3:22])[CH3:21])=[O:18].C(N(C(C)C)CC)(C)C.C(=O)(O)[O-].[Na+]. (3) The reactants are: C([O:8][C:9]1[CH:14]=[CH:13][C:12]([C:15]2[N:16]=[CH:17][O:18][C:19]=2[C:20]2[CH:25]=[CH:24][N:23]=[CH:22][CH:21]=2)=[CH:11][CH:10]=1)C1C=CC=CC=1.C([O-])=O.[NH4+]. Given the product [N:23]1[CH:22]=[CH:21][C:20]([C:19]2[O:18][CH:17]=[N:16][C:15]=2[C:12]2[CH:13]=[CH:14][C:9]([OH:8])=[CH:10][CH:11]=2)=[CH:25][CH:24]=1, predict the reactants needed to synthesize it. (4) Given the product [CH2:1]([O:3][C:4]([C:6]1[C:7](=[O:27])[C:8]2[CH:13]=[N:12][C:11]([S:14][CH3:15])=[N:10][C:9]=2[N:16]([C:18]2[CH:19]=[C:20]3[C:24](=[CH:25][CH:26]=2)[CH2:23][CH2:22][CH2:21]3)[CH:17]=1)=[O:5])[CH3:2], predict the reactants needed to synthesize it. The reactants are: [CH2:1]([O:3][C:4]([CH:6]1[CH2:17][N:16]([C:18]2[CH:19]=[C:20]3[C:24](=[CH:25][CH:26]=2)[CH2:23][CH2:22][CH2:21]3)[C:9]2[N:10]=[C:11]([S:14][CH3:15])[N:12]=[CH:13][C:8]=2[C:7]1=[O:27])=[O:5])[CH3:2].BrBr.N#N.C(N(CC)CC)C. (5) The reactants are: [Cl:1][C:2]1[CH:7]=[CH:6][CH:5]=[CH:4][C:3]=1[C:8]([CH3:12])([CH3:11])[C:9]#[CH:10].C([Li])CCC.[F:18][C:19]([F:28])([F:27])[C:20](=[O:26])[C:21]([O:23][CH2:24][CH3:25])=[O:22].[Cl-].[NH4+]. Given the product [Cl:1][C:2]1[CH:7]=[CH:6][CH:5]=[CH:4][C:3]=1[C:8]([CH3:12])([CH3:11])[C:9]#[C:10][C:20]([OH:26])([C:19]([F:28])([F:27])[F:18])[C:21]([O:23][CH2:24][CH3:25])=[O:22], predict the reactants needed to synthesize it. (6) Given the product [CH3:21][N:10]1[C:9]2[CH:15]=[CH:16][CH:17]=[CH:18][C:8]=2[C:7]([C:1]2[CH:2]=[CH:3][CH:4]=[CH:5][CH:6]=2)=[N:13][CH2:12][C:11]1=[O:14], predict the reactants needed to synthesize it. The reactants are: [C:1]1([C:7]2[C:8]3[CH:18]=[CH:17][CH:16]=[CH:15][C:9]=3[NH:10][C:11](=[O:14])[CH2:12][N:13]=2)[CH:6]=[CH:5][CH:4]=[CH:3][CH:2]=1.[H-].[Na+].[CH3:21]I. (7) The reactants are: I[C:2]1[N:3]=[N+:4]([O-:15])[C:5]2[CH:14]=[C:13]3[C:9]([CH2:10][CH2:11][CH2:12]3)=[CH:8][C:6]=2[N:7]=1.[CH2:16]([OH:19])[CH:17]=[CH2:18].C([O-])(O)=O.[Na+].[BH4-].[Na+]. Given the product [O-:15][N+:4]1[C:5]2[CH:14]=[C:13]3[C:9](=[CH:8][C:6]=2[N:7]=[C:2]([CH2:18][CH2:17][CH2:16][OH:19])[N:3]=1)[CH2:10][CH2:11][CH2:12]3, predict the reactants needed to synthesize it. (8) Given the product [CH2:1]([O:3][C:4]([CH:6]1[CH2:13][CH:12]2[N:14]([S:30]([C:27]3[CH:28]=[CH:29][C:24]([Cl:23])=[CH:25][CH:26]=3)(=[O:32])=[O:31])[CH:8]([CH2:9][C:10](=[O:15])[CH2:11]2)[CH2:7]1)=[O:5])[CH3:2], predict the reactants needed to synthesize it. The reactants are: [CH2:1]([O:3][C:4]([CH:6]1[CH2:13][CH:12]2[NH:14][CH:8]([CH2:9][C:10](=[O:15])[CH2:11]2)[CH2:7]1)=[O:5])[CH3:2].CCN(CC)CC.[Cl:23][C:24]1[CH:29]=[CH:28][C:27]([S:30](Cl)(=[O:32])=[O:31])=[CH:26][CH:25]=1. (9) The reactants are: Br[C:2]1[CH:7]=[CH:6][C:5]([F:8])=[CH:4][C:3]=1[F:9].C([Mg]Cl)(C)C.[Cl:15][C:16]1[N:17]([C:28]2[C:33]([F:34])=[CH:32][C:31]([F:35])=[CH:30][C:29]=2[Cl:36])[C:18]([C:22](N(OC)C)=[O:23])=[C:19]([CH3:21])[N:20]=1. Given the product [Cl:15][C:16]1[N:17]([C:28]2[C:33]([F:34])=[CH:32][C:31]([F:35])=[CH:30][C:29]=2[Cl:36])[C:18]([C:22]([C:2]2[CH:7]=[CH:6][C:5]([F:8])=[CH:4][C:3]=2[F:9])=[O:23])=[C:19]([CH3:21])[N:20]=1, predict the reactants needed to synthesize it.